From a dataset of Full USPTO retrosynthesis dataset with 1.9M reactions from patents (1976-2016). Predict the reactants needed to synthesize the given product. (1) Given the product [N:1]([C:2]1[N:6]([C:7]2[CH:12]=[CH:11][CH:10]=[CH:9][CH:8]=2)[NH:5][C:4](=[O:13])[C:3]=1[CH3:14])=[C:29]=[O:30], predict the reactants needed to synthesize it. The reactants are: [NH2:1][C:2]1[N:6]([C:7]2[CH:12]=[CH:11][CH:10]=[CH:9][CH:8]=2)[NH:5][C:4](=[O:13])[C:3]=1[CH3:14].C(N(C(C)C)C(C)C)C.N1([C:29](N2C=CN=C2)=[O:30])C=CN=C1. (2) Given the product [Cl:1][C:2]1[CH:3]=[CH:4][C:5]([O:8][C:16](=[O:25])[N:17]([CH3:24])[C:18]2[CH:23]=[CH:22][CH:21]=[CH:20][CH:19]=2)=[N:6][CH:7]=1, predict the reactants needed to synthesize it. The reactants are: [Cl:1][C:2]1[CH:3]=[CH:4][C:5]([OH:8])=[N:6][CH:7]=1.[I-].C[N+]1C=CN([C:16](=[O:25])[N:17]([CH3:24])[C:18]2[CH:23]=[CH:22][CH:21]=[CH:20][CH:19]=2)C=1.C(N(CC)CC)C. (3) Given the product [F:31][C:10]1[CH:11]=[C:12]([NH:15][C:16]([C:18]2([C:21]([NH:23][C:24]3[CH:25]=[CH:26][C:27]([F:30])=[CH:28][CH:29]=3)=[O:22])[CH2:20][CH2:19]2)=[O:17])[CH:13]=[CH:14][C:9]=1[O:8][C:6]1[CH:5]=[CH:4][N:3]=[C:2]([NH:1][C:32]([N:34]2[CH2:37][CH2:38][CH:40]([OH:41])[CH2:36][CH2:35]2)=[O:51])[CH:7]=1, predict the reactants needed to synthesize it. The reactants are: [NH2:1][C:2]1[CH:7]=[C:6]([O:8][C:9]2[CH:14]=[CH:13][C:12]([NH:15][C:16]([C:18]3([C:21]([NH:23][C:24]4[CH:29]=[CH:28][C:27]([F:30])=[CH:26][CH:25]=4)=[O:22])[CH2:20][CH2:19]3)=[O:17])=[CH:11][C:10]=2[F:31])[CH:5]=[CH:4][N:3]=1.[CH2:32]([N:34]([CH2:37][CH3:38])[CH2:35][CH3:36])C.Cl[C:40](OC1C=CC=CC=1)=[O:41].C(OCC)(=[O:51])C. (4) Given the product [Br:16][C:14]1[CH:15]=[C:6]([CH:4]=[O:3])[CH:7]=[C:8]2[C:13]=1[N:12]=[CH:11][CH:10]=[CH:9]2, predict the reactants needed to synthesize it. The reactants are: C([O:3][C:4]([C:6]1[CH:7]=[C:8]2[C:13](=[C:14]([Br:16])[CH:15]=1)[N:12]=[CH:11][CH:10]=[CH:9]2)=O)C.CC(C[AlH]CC(C)C)C.C(C(C(C([O-])=O)O)O)([O-])=O. (5) Given the product [C:9]1([O:8][C:7]2[C:6]([N+:15]([O-:17])=[O:16])=[CH:5][CH:4]=[C:3]([CH3:18])[C:2]=2[F:1])[CH:10]=[CH:11][CH:12]=[CH:13][CH:14]=1, predict the reactants needed to synthesize it. The reactants are: [F:1][C:2]1[C:7]([O:8][C:9]2[CH:14]=[CH:13][CH:12]=[CH:11][CH:10]=2)=[C:6]([N+:15]([O-:17])=[O:16])[CH:5]=[CH:4][C:3]=1[CH2:18]C(O)=O.C(OCC)(=O)C. (6) Given the product [CH3:1][O:2][C:3](=[O:15])[C:4]1[CH:9]=[C:8]([OH:10])[CH:7]=[CH:6][C:5]=1[CH2:12][CH2:13][CH3:14], predict the reactants needed to synthesize it. The reactants are: [CH3:1][O:2][C:3](=[O:15])[C:4]1[CH:9]=[C:8]([O:10]C)[CH:7]=[CH:6][C:5]=1[CH2:12][CH2:13][CH3:14].B(Br)(Br)Br. (7) Given the product [CH3:1][O:2][C:3](=[O:34])[CH2:4][C@H:5]1[C:9]2[CH:10]=[CH:11][C:12]([O:14][C@H:15]3[C:23]4[C:18](=[C:19]([C:36]5[C:37]([CH3:51])=[CH:38][C:39]([C:43]6[C:44]([CH3:50])=[N:45][N:46]([CH3:49])[C:47]=6[CH3:48])=[CH:40][C:41]=5[CH3:42])[CH:20]=[CH:21][C:22]=4[F:24])[CH2:17][CH2:16]3)=[CH:13][C:8]=2[O:7][CH2:6]1, predict the reactants needed to synthesize it. The reactants are: [CH3:1][O:2][C:3](=[O:34])[CH2:4][C@H:5]1[C:9]2[CH:10]=[CH:11][C:12]([O:14][C@H:15]3[C:23]4[C:18](=[C:19](B5OC(C)(C)C(C)(C)O5)[CH:20]=[CH:21][C:22]=4[F:24])[CH2:17][CH2:16]3)=[CH:13][C:8]=2[O:7][CH2:6]1.Br[C:36]1[C:41]([CH3:42])=[CH:40][C:39]([C:43]2[C:44]([CH3:50])=[N:45][N:46]([CH3:49])[C:47]=2[CH3:48])=[CH:38][C:37]=1[CH3:51].BrC1C=CC(F)=C2C=1CC[C@H]2OC1C=CC2[C@H](CC(OC)=O)COC=2C=1. (8) Given the product [OH:26][C:23]1([C:5]2[CH:6]=[C:7]([CH3:8])[C:2]([CH3:1])=[CH:3][C:4]=2[NH:9][C:10](=[O:14])[CH:11]([CH3:12])[CH3:13])[C:24](=[O:25])[C:18]2[C:19](=[CH:20][CH:15]=[CH:16][CH:17]=2)[C:21]1=[O:22], predict the reactants needed to synthesize it. The reactants are: [CH3:1][C:2]1[CH:3]=[C:4]([NH:9][C:10](=[O:14])[CH:11]([CH3:13])[CH3:12])[CH:5]=[CH:6][C:7]=1[CH3:8].[CH:15]1[CH:20]=[C:19]2[C:21]([C:23](O)([OH:26])[C:24](=[O:25])[C:18]2=[CH:17][CH:16]=1)=[O:22]. (9) Given the product [CH3:1][O:2][C:3](=[O:16])[C:4]1[CH:9]=[C:8]([NH2:10])[C:7]([NH2:13])=[CH:6][C:5]=1[O:14][CH3:15], predict the reactants needed to synthesize it. The reactants are: [CH3:1][O:2][C:3](=[O:16])[C:4]1[CH:9]=[C:8]([N+:10]([O-])=O)[C:7]([NH2:13])=[CH:6][C:5]=1[O:14][CH3:15]. (10) Given the product [CH2:14]([CH:11]1[C:12]2[C:8](=[CH:7][CH:6]=[C:5]([O:4][CH2:3][CH2:2][NH:1][S:33]([C:29]3[N:28]([CH3:27])[CH:32]=[CH:31][N:30]=3)(=[O:35])=[O:34])[CH:13]=2)[CH2:9][CH:10]1[NH:21][C:22](=[O:26])[O:23][CH2:24][CH3:25])[C:15]1[CH:16]=[CH:17][CH:18]=[CH:19][CH:20]=1, predict the reactants needed to synthesize it. The reactants are: [NH2:1][CH2:2][CH2:3][O:4][C:5]1[CH:13]=[C:12]2[C:8]([CH2:9][CH:10]([NH:21][C:22](=[O:26])[O:23][CH2:24][CH3:25])[CH:11]2[CH2:14][C:15]2[CH:20]=[CH:19][CH:18]=[CH:17][CH:16]=2)=[CH:7][CH:6]=1.[CH3:27][N:28]1[CH:32]=[CH:31][N:30]=[C:29]1[S:33](Cl)(=[O:35])=[O:34].